From a dataset of Full USPTO retrosynthesis dataset with 1.9M reactions from patents (1976-2016). Predict the reactants needed to synthesize the given product. (1) Given the product [CH2:1]([O:8][C@@H:9]1[C@@H:17]([CH:18]([OH:19])[CH3:33])[O:16][C@H:15]2[C@H:11]([N:12]=[C:13]([N:20]([CH3:28])[C:21](=[O:27])[O:22][C:23]([CH3:24])([CH3:25])[CH3:26])[S:14]2)[C@H:10]1[F:29])[C:2]1[CH:3]=[CH:4][CH:5]=[CH:6][CH:7]=1, predict the reactants needed to synthesize it. The reactants are: [CH2:1]([O:8][C@@H:9]1[C@@H:17]([CH:18]=[O:19])[O:16][C@H:15]2[C@H:11]([N:12]=[C:13]([N:20]([CH3:28])[C:21](=[O:27])[O:22][C:23]([CH3:26])([CH3:25])[CH3:24])[S:14]2)[C@H:10]1[F:29])[C:2]1[CH:7]=[CH:6][CH:5]=[CH:4][CH:3]=1.C[Mg+].[Br-].[CH3:33]C(OC(OC(OC(C)(C)C)=O)=O)(C)C. (2) Given the product [CH2:1]([O:3][C:4]([C:6]1[C:14]2[C:9](=[CH:10][CH:11]=[C:12]([O:15][C:35]3[CH:34]=[CH:33][CH:32]=[C:31]([C:30]([F:41])([F:40])[F:29])[CH:36]=3)[CH:13]=2)[N:8]([C:16]2[CH:21]=[CH:20][CH:19]=[C:18]([Cl:22])[CH:17]=2)[C:7]=1[CH2:23][C:24]([O:26][CH2:27][CH3:28])=[O:25])=[O:5])[CH3:2], predict the reactants needed to synthesize it. The reactants are: [CH2:1]([O:3][C:4]([C:6]1[C:14]2[C:9](=[CH:10][CH:11]=[C:12]([OH:15])[CH:13]=2)[N:8]([C:16]2[CH:21]=[CH:20][CH:19]=[C:18]([Cl:22])[CH:17]=2)[C:7]=1[CH2:23][C:24]([O:26][CH2:27][CH3:28])=[O:25])=[O:5])[CH3:2].[F:29][C:30]([F:41])([F:40])[C:31]1[CH:32]=[C:33](B(O)O)[CH:34]=[CH:35][CH:36]=1. (3) Given the product [F:21][C:19]1[C:18]2[O:17][C:16]3[C:11](=[CH:12][C:13]([C:22]4[C:23]([F:28])=[N:24][CH:25]=[CH:26][CH:27]=4)=[CH:14][CH:15]=3)[C@:10]3([N:33]=[C:32]([NH2:34])[CH2:31][O:30][CH2:29]3)[C:9]=2[CH:8]=[C:7]([CH:4]2[CH2:5][CH2:6][O:1][CH2:2][CH2:3]2)[CH:20]=1, predict the reactants needed to synthesize it. The reactants are: [O:1]1[CH2:6][CH:5]=[C:4]([C:7]2[CH:20]=[C:19]([F:21])[C:18]3[O:17][C:16]4[C:11](=[CH:12][C:13]([C:22]5[C:23]([F:28])=[N:24][CH:25]=[CH:26][CH:27]=5)=[CH:14][CH:15]=4)[C@:10]4([N:33]=[C:32]([NH2:34])[CH2:31][O:30][CH2:29]4)[C:9]=3[CH:8]=2)[CH2:3][CH2:2]1.[H][H]. (4) Given the product [CH2:1]([O:3][C:4]([C:6]1[N:14]([CH3:15])[C:13]2[CH:12]=[CH:11][N:10]=[CH:9][C:8]=2[C:7]=1[NH:16][C:19]1[CH:20]=[CH:21][C:22]([Si:24]([CH3:26])([CH3:25])[CH3:27])=[CH:23][C:18]=1[F:17])=[O:5])[CH3:2], predict the reactants needed to synthesize it. The reactants are: [CH2:1]([O:3][C:4]([C:6]1[N:14]([CH3:15])[C:13]2[CH:12]=[CH:11][N:10]=[CH:9][C:8]=2[C:7]=1[NH2:16])=[O:5])[CH3:2].[F:17][C:18]1[CH:23]=[C:22]([Si:24]([CH3:27])([CH3:26])[CH3:25])[CH:21]=[CH:20][C:19]=1OS(C(F)(F)F)(=O)=O.CC1(C)C2C(=C(P(C3C=CC=CC=3)C3C=CC=CC=3)C=CC=2)OC2C(P(C3C=CC=CC=3)C3C=CC=CC=3)=CC=CC1=2.C(=O)([O-])[O-].[Cs+].[Cs+].